From a dataset of Forward reaction prediction with 1.9M reactions from USPTO patents (1976-2016). Predict the product of the given reaction. (1) Given the reactants [Cl:1][C:2]1[N:7]=[C:6](Cl)[C:5](I)=[CH:4][N:3]=1.[NH2:10][CH2:11][CH2:12][CH2:13][NH:14][C:15](=[O:23])[CH2:16][C:17]1[CH:22]=[CH:21][CH:20]=[CH:19][CH:18]=1.CC1(C)C(C)(C)OB([C:32]2[S:33][CH:34]=[CH:35][CH:36]=2)O1, predict the reaction product. The product is: [Cl:1][C:2]1[N:7]=[C:6]([NH:10][CH2:11][CH2:12][CH2:13][NH:14][C:15](=[O:23])[CH2:16][C:17]2[CH:22]=[CH:21][CH:20]=[CH:19][CH:18]=2)[C:5]([C:32]2[S:33][CH:34]=[CH:35][CH:36]=2)=[CH:4][N:3]=1. (2) Given the reactants [I:1][C:2]1[C:10]2[C:5](=[N:6][CH:7]=[CH:8][CH:9]=2)[NH:4][N:3]=1.C(=O)([O-])[O-].[K+].[K+].Cl[CH2:18][C:19]([O:21][CH2:22][CH3:23])=[O:20], predict the reaction product. The product is: [I:1][C:2]1[C:10]2[C:5](=[N:6][CH:7]=[CH:8][CH:9]=2)[N:4]([CH2:18][C:19]([O:21][CH2:22][CH3:23])=[O:20])[N:3]=1. (3) Given the reactants [C:1]1([C:7]23[CH2:14][N:13]([C:15]([O:17][CH2:18][C:19]4[CH:24]=[CH:23][CH:22]=[CH:21][CH:20]=4)=[O:16])[CH2:12][CH:11]2[CH2:10][O:9][NH:8]3)[CH:6]=[CH:5][CH:4]=[CH:3][CH:2]=1.C(OCC)(=O)C, predict the reaction product. The product is: [NH2:8][C:7]1([C:1]2[CH:6]=[CH:5][CH:4]=[CH:3][CH:2]=2)[CH:11]([CH2:10][OH:9])[CH2:12][N:13]([C:15]([O:17][CH2:18][C:19]2[CH:20]=[CH:21][CH:22]=[CH:23][CH:24]=2)=[O:16])[CH2:14]1. (4) Given the reactants [CH:1]1([C:4]2[CH:5]=[CH:6][C:7]([C:18]([OH:20])=O)=[N:8][C:9]=2[O:10][CH2:11][CH:12]2[CH2:17][CH2:16][O:15][CH2:14][CH2:13]2)[CH2:3][CH2:2]1.C1(C2C=CC(C(O)=O)=NC=2OCC2CCCO2)CC1.[NH2:40][C@@H:41]([CH2:46][C:47]([CH3:50])([CH3:49])[CH3:48])[C:42]([NH:44][CH3:45])=[O:43], predict the reaction product. The product is: [CH:1]1([C:4]2[CH:5]=[CH:6][C:7]([C:18]([NH:40][C@@H:41]([CH2:46][C:47]([CH3:50])([CH3:49])[CH3:48])[C:42]([NH:44][CH3:45])=[O:43])=[O:20])=[N:8][C:9]=2[O:10][CH2:11][CH:12]2[CH2:13][CH2:14][O:15][CH2:16][CH2:17]2)[CH2:2][CH2:3]1. (5) The product is: [C:18]1([CH3:17])[CH:19]=[CH:20][C:21]([S:24]([O-:27])(=[O:25])=[O:26])=[CH:22][CH:23]=1.[C:10]([C@H:9]([NH2+:8][CH3:6])[C@@H:13]([OH:15])[CH3:14])([OH:12])=[O:11]. Given the reactants C(O[C:6]([N:8](C)[C@H:9]([C@@H:13]([OH:15])[CH3:14])[C:10]([OH:12])=[O:11])=O)(C)(C)C.[CH3:17][C:18]1[CH:19]=[CH:20][C:21]([S:24]([OH:27])(=[O:26])=[O:25])=[CH:22][CH:23]=1.C(O)(C(F)(F)F)=O, predict the reaction product.